This data is from Cav3 T-type calcium channel HTS with 100,875 compounds. The task is: Binary Classification. Given a drug SMILES string, predict its activity (active/inactive) in a high-throughput screening assay against a specified biological target. (1) The result is 0 (inactive). The molecule is S(c1n(c2c(OC)cccc2)c(=O)c2c(n1)cccc2)CC(=O)N(CC)CC. (2) The drug is S(=O)(=O)(N1CC(CCC1)C(=O)Nc1sc(nn1)C)c1c(cccc1)C(F)(F)F. The result is 0 (inactive). (3) The molecule is S(CCC(=O)Nc1ccc(F)cc1)c1sc(nn1)C. The result is 0 (inactive). (4) The molecule is O=C(CCCCC(O)=O)c1c(N)ccc(c1)C. The result is 0 (inactive). (5) The molecule is O=C(NCCN(CC)CC)CCCCCn1c(=O)c2c([nH]c1=O)cc(cc2)C(OC)=O. The result is 0 (inactive). (6) The molecule is O=C1N(C(=O)C2C1C1CC2C=C1)CNC(OCC)=O. The result is 0 (inactive). (7) The result is 0 (inactive). The compound is S(CCOc1c(OCC)cc(cc1)C=O)c1ccc(cc1)C.